This data is from Forward reaction prediction with 1.9M reactions from USPTO patents (1976-2016). The task is: Predict the product of the given reaction. (1) Given the reactants [F:1][C:2]([F:13])([F:12])[C:3]1[CH:8]=[CH:7][C:6](B(O)O)=[CH:5][CH:4]=1.Br[C:15]1[CH:22]=[CH:21][C:18]([CH:19]=[O:20])=[C:17]([F:23])[CH:16]=1.C(=O)([O-])[O-].[K+].[K+].CCOC(C)=O.CCCCCC, predict the reaction product. The product is: [F:23][C:17]1[CH:16]=[C:15]([C:6]2[CH:7]=[CH:8][C:3]([C:2]([F:13])([F:12])[F:1])=[CH:4][CH:5]=2)[CH:22]=[CH:21][C:18]=1[CH:19]=[O:20]. (2) Given the reactants [Br:1][C:2]1[S:6][C:5]([S:7](Cl)(=[O:9])=[O:8])=[CH:4][C:3]=1[CH3:11].[NH2:12][C:13]1[CH:14]=[C:15]([OH:23])[C:16](=[CH:21][CH:22]=1)[C:17]([O:19][CH3:20])=[O:18].N1C=CC=CC=1, predict the reaction product. The product is: [Br:1][C:2]1[S:6][C:5]([S:7]([NH:12][C:13]2[CH:22]=[CH:21][C:16]([C:17]([O:19][CH3:20])=[O:18])=[C:15]([OH:23])[CH:14]=2)(=[O:9])=[O:8])=[CH:4][C:3]=1[CH3:11]. (3) Given the reactants [CH3:1][N:2]1[CH:6]=[C:5]([C:7]2[CH:12]=[CH:11][C:10]([NH:13][C:14]3[C:18]4[CH2:19][N:20]([C:23](=[O:25])[CH3:24])[CH2:21][CH2:22][C:17]=4[NH:16][N:15]=3)=[CH:9][CH:8]=2)[CH:4]=[N:3]1.Cl[CH2:27][CH2:28][C:29]([NH2:31])=[O:30].C([O-])([O-])=O.[Cs+].[Cs+], predict the reaction product. The product is: [C:23]([N:20]1[CH2:21][CH2:22][C:17]2[N:16]([CH2:27][CH2:28][C:29]([NH2:31])=[O:30])[N:15]=[C:14]([NH:13][C:10]3[CH:11]=[CH:12][C:7]([C:5]4[CH:4]=[N:3][N:2]([CH3:1])[CH:6]=4)=[CH:8][CH:9]=3)[C:18]=2[CH2:19]1)(=[O:25])[CH3:24].